Predict the product of the given reaction. From a dataset of Forward reaction prediction with 1.9M reactions from USPTO patents (1976-2016). (1) Given the reactants [F:1][C:2]1[C:7]([O:8][CH3:9])=[CH:6][CH:5]=[C:4]([F:10])[C:3]=1[CH2:11]O.[Cl:13]CCl, predict the reaction product. The product is: [Cl:13][CH2:11][C:3]1[C:2]([F:1])=[C:7]([O:8][CH3:9])[CH:6]=[CH:5][C:4]=1[F:10]. (2) Given the reactants [F:1][C:2]1[CH:8]=[CH:7][C:5]([NH2:6])=[CH:4][C:3]=1[CH3:9].C([N:13]([CH2:17][CH3:18])[CH:14]([CH3:16])C)(C)C.CN([C:22]([O:26]N1N=NC2C=CC=NC1=2)=[N+](C)C)C.F[P-](F)(F)(F)(F)F.C(Cl)[Cl:44], predict the reaction product. The product is: [ClH:44].[F:1][C:2]1[CH:8]=[CH:7][C:5]([NH:6][C:22]([C@H:18]2[CH2:16][CH2:14][NH:13][CH2:17]2)=[O:26])=[CH:4][C:3]=1[CH3:9]. (3) Given the reactants [NH:1]1[C:5]([C:6]2[CH:7]=[C:8]([CH:25]=[CH:26][CH:27]=2)[O:9][C:10]2[CH:24]=[CH:23][C:13]3[N:14]4[CH2:22][CH2:21][CH2:20][CH:15]4[NH:16][S:17](=[O:19])(=[O:18])[C:12]=3[CH:11]=2)=[N:4][N:3]=[N:2]1.[CH2:28](O)C, predict the reaction product. The product is: [CH3:28][N:1]1[C:5]([C:6]2[CH:7]=[C:8]([CH:25]=[CH:26][CH:27]=2)[O:9][C:10]2[CH:24]=[CH:23][C:13]3[N:14]4[CH2:22][CH2:21][CH2:20][C:15]4=[N:16][S:17](=[O:19])(=[O:18])[C:12]=3[CH:11]=2)=[N:4][NH:3][NH:2]1. (4) Given the reactants [O:1]1[CH2:6][CH2:5][O:4][C:3]2[CH:7]=[C:8]([OH:11])[CH:9]=[CH:10][C:2]1=2.BrC1C=C(O)C=CC=1.[CH3:20][O:21][CH2:22][CH2:23][O:24][CH2:25][CH2:26][N:27]1[C:35]2[CH:34]=[C:33]3[O:36][CH2:37][CH2:38][O:39][C:32]3=[CH:31][C:30]=2[C:29](=[O:40])[C:28]1=[O:41].FC(F)(F)C1OC(CN2C3C(=CC=CC=3)C(=O)C2=O)=CC=1, predict the reaction product. The product is: [OH:40][C:29]1([C:9]2[C:8]([OH:11])=[CH:7][C:3]3[O:4][CH2:5][CH2:6][O:1][C:2]=3[CH:10]=2)[C:30]2[CH:31]=[C:32]3[O:39][CH2:38][CH2:37][O:36][C:33]3=[CH:34][C:35]=2[N:27]([CH2:26][CH2:25][O:24][CH2:23][CH2:22][O:21][CH3:20])[C:28]1=[O:41]. (5) Given the reactants [O:1]1[C:6]2[CH:7]=[CH:8][CH:9]=[C:10]([N:11]3[CH2:16][CH2:15][N:14]([CH2:17][CH:18]4[CH2:27][CH2:26][C:25]5[C:20](=[CH:21][CH:22]=[CH:23][CH:24]=5)[NH:19]4)[CH2:13][CH2:12]3)[C:5]=2[O:4][CH2:3][CH2:2]1.[F:28][C:29]([F:35])([F:34])[CH2:30][C:31](Cl)=[O:32], predict the reaction product. The product is: [O:1]1[C:6]2[CH:7]=[CH:8][CH:9]=[C:10]([N:11]3[CH2:16][CH2:15][N:14]([CH2:17][CH:18]4[CH2:27][CH2:26][C:25]5[C:20](=[CH:21][CH:22]=[CH:23][CH:24]=5)[N:19]4[C:31](=[O:32])[CH2:30][C:29]([F:35])([F:34])[F:28])[CH2:13][CH2:12]3)[C:5]=2[O:4][CH2:3][CH2:2]1.